This data is from Forward reaction prediction with 1.9M reactions from USPTO patents (1976-2016). The task is: Predict the product of the given reaction. (1) Given the reactants [CH2:1]([NH:3][CH:4]([CH3:13])[C:5]([C:7]1[CH:12]=[CH:11][CH:10]=[CH:9][CH:8]=1)=[O:6])[CH3:2].[Cl:14][C:15]1[CH:20]=[CH:19][C:18]([S:21](Cl)(=[O:23])=[O:22])=[CH:17][CH:16]=1.CCN(CC)CC, predict the reaction product. The product is: [Cl:14][C:15]1[CH:20]=[CH:19][C:18]([S:21]([N:3]([CH2:1][CH3:2])[CH:4]([CH3:13])[C:5](=[O:6])[C:7]2[CH:12]=[CH:11][CH:10]=[CH:9][CH:8]=2)(=[O:23])=[O:22])=[CH:17][CH:16]=1. (2) Given the reactants Cl.[NH:2]1[CH2:7][CH2:6][CH:5]([CH2:8][C:9]([O:11][CH2:12][CH3:13])=[O:10])[CH2:4][CH2:3]1.C([O-])([O-])=O.[K+].[K+].Br[C:21]1[CH:26]=[CH:25][CH:24]=[CH:23][N:22]=1, predict the reaction product. The product is: [N:22]1[CH:23]=[CH:24][CH:25]=[CH:26][C:21]=1[N:2]1[CH2:7][CH2:6][CH:5]([CH2:8][C:9]([O:11][CH2:12][CH3:13])=[O:10])[CH2:4][CH2:3]1. (3) The product is: [CH3:3][O:4][C:5]1[N:10]2[N:11]=[CH:12][CH:13]=[C:9]2[C:8]([C:14]([OH:1])=[O:15])=[CH:7][CH:6]=1. Given the reactants [OH-:1].[Na+].[CH3:3][O:4][C:5]1[N:10]2[N:11]=[CH:12][CH:13]=[C:9]2[C:8]([CH:14]=[O:15])=[CH:7][CH:6]=1, predict the reaction product. (4) Given the reactants Br[C:2]1[C:3]([N:14]2[CH2:19][CH2:18][O:17][CH2:16][CH:15]2[C:20]([NH:22][CH2:23][C:24]2[CH:29]=[CH:28][C:27]([S:30]([CH3:33])(=[O:32])=[O:31])=[CH:26][CH:25]=2)=[O:21])=[N:4][C:5]([N:8]2[CH:12]=[CH:11][N:10]=[C:9]2[CH3:13])=[N:6][CH:7]=1.CC1(C)C2C(=C(P(C3C=CC=CC=3)C3C=CC=CC=3)C=CC=2)OC2C(P(C3C=CC=CC=3)C3C=CC=CC=3)=CC=CC1=2.P([O-])([O-])([O-])=O.[K+].[K+].[K+].C(O)(C)(C)C, predict the reaction product. The product is: [CH3:13][C:9]1[N:8]([C:5]2[N:6]=[CH:7][C:2]3[N:22]([CH2:23][C:24]4[CH:29]=[CH:28][C:27]([S:30]([CH3:33])(=[O:31])=[O:32])=[CH:26][CH:25]=4)[C:20](=[O:21])[CH:15]4[CH2:16][O:17][CH2:18][CH2:19][N:14]4[C:3]=3[N:4]=2)[CH:12]=[CH:11][N:10]=1. (5) Given the reactants Cl.CCOCC.[Cl:7][C:8]1[CH:13]=[CH:12][C:11]([C:14]2[CH:19]=[CH:18][N:17]([C:20]3[CH:28]=[C:27]4[C:23]([C:24]5[CH2:33][CH2:32][N:31]([CH3:34])[CH2:30][C:25]=5[N:26]4[CH3:29])=[CH:22][CH:21]=3)[C:16](=[O:35])[CH:15]=2)=[C:10]([O:36][CH3:37])[CH:9]=1, predict the reaction product. The product is: [ClH:7].[Cl:7][C:8]1[CH:13]=[CH:12][C:11]([C:14]2[CH:19]=[CH:18][N:17]([C:20]3[CH:28]=[C:27]4[C:23]([C:24]5[CH2:33][CH2:32][N:31]([CH3:34])[CH2:30][C:25]=5[N:26]4[CH3:29])=[CH:22][CH:21]=3)[C:16](=[O:35])[CH:15]=2)=[C:10]([O:36][CH3:37])[CH:9]=1. (6) Given the reactants Br[C:2]1[CH:7]=[CH:6][C:5]([C:8]2[N:12]([CH2:13][O:14][CH2:15][CH2:16][Si:17]([CH3:20])([CH3:19])[CH3:18])[CH:11]=[N:10][CH:9]=2)=[CH:4][CH:3]=1.Br[C:22]1[CH:27]=[CH:26][C:25]([C:28]2[N:29]=[CH:30][N:31]([CH2:33][O:34][CH2:35][CH2:36][Si:37]([CH3:40])([CH3:39])[CH3:38])[CH:32]=2)=[CH:24][CH:23]=1.[C:41]([O:45][C:46]([N:48]1[CH2:52][CH2:51][CH2:50][CH:49]1[C:53]1[NH:54][C:55]([C:58]2[CH:63]=[CH:62][C:61](B3OC(C)(C)C(C)(C)O3)=[CH:60][CH:59]=2)=[CH:56][N:57]=1)=[O:47])([CH3:44])([CH3:43])[CH3:42].C(COC)OC, predict the reaction product. The product is: [C:41]([O:45][C:46]([N:48]1[CH2:52][CH2:51][CH2:50][CH:49]1[C:53]1[NH:54][C:55]([C:58]2[CH:63]=[CH:62][C:61]([C:2]3[CH:7]=[CH:6][C:5]([C:8]4[N:12]([CH2:13][O:14][CH2:15][CH2:16][Si:17]([CH3:20])([CH3:19])[CH3:18])[CH:11]=[N:10][CH:9]=4)=[CH:4][CH:3]=3)=[CH:60][CH:59]=2)=[CH:56][N:57]=1)=[O:47])([CH3:44])([CH3:42])[CH3:43].[C:41]([O:45][C:46]([N:48]1[CH2:52][CH2:51][CH2:50][CH:49]1[C:53]1[NH:54][C:55]([C:58]2[CH:63]=[CH:62][C:61]([C:22]3[CH:27]=[CH:26][C:25]([C:28]4[N:29]=[CH:30][N:31]([CH2:33][O:34][CH2:35][CH2:36][Si:37]([CH3:40])([CH3:39])[CH3:38])[CH:32]=4)=[CH:24][CH:23]=3)=[CH:60][CH:59]=2)=[CH:56][N:57]=1)=[O:47])([CH3:44])([CH3:42])[CH3:43].